Dataset: Peptide-MHC class II binding affinity with 134,281 pairs from IEDB. Task: Regression. Given a peptide amino acid sequence and an MHC pseudo amino acid sequence, predict their binding affinity value. This is MHC class II binding data. (1) The peptide sequence is EKKYFAATNFEPLAA. The MHC is DRB1_1001 with pseudo-sequence DRB1_1001. The binding affinity (normalized) is 0.720. (2) The peptide sequence is VVKVQRPTPKGTVMDII. The MHC is DRB1_0401 with pseudo-sequence DRB1_0401. The binding affinity (normalized) is 0.239. (3) The peptide sequence is HSLGKKLGHPDKF. The MHC is H-2-IAs with pseudo-sequence H-2-IAs. The binding affinity (normalized) is 0.557. (4) The peptide sequence is PDVFRSDVYKELCDA. The MHC is DRB1_0101 with pseudo-sequence DRB1_0101. The binding affinity (normalized) is 0.351. (5) The peptide sequence is QFRRVKCKYPEGTKV. The MHC is HLA-DQA10201-DQB10202 with pseudo-sequence HLA-DQA10201-DQB10202. The binding affinity (normalized) is 0. (6) The peptide sequence is MKVVNRWLFRHLARE. The MHC is HLA-DQA10501-DQB10302 with pseudo-sequence HLA-DQA10501-DQB10302. The binding affinity (normalized) is 0.199.